Dataset: Buchwald-Hartwig C-N cross coupling reaction yields with 55,370 reactions. Task: Predict the reaction yield, written as a fraction of the theoretical maximum amount of product (1.0 means a 100% yield; for example, 0.34 means a 34% yield). No catalyst specified. The yield is 0.484. The reactants are Clc1ccccn1.Cc1ccc(N)cc1.O=S(=O)(O[Pd]1c2ccccc2-c2ccccc2N~1)C(F)(F)F.CC(C)c1cc(C(C)C)c(-c2ccccc2P(C(C)(C)C)C(C)(C)C)c(C(C)C)c1.CN1CCCN2CCCN=C12.CCOC(=O)c1cnoc1C. The product is Cc1ccc(Nc2ccccn2)cc1.